This data is from Full USPTO retrosynthesis dataset with 1.9M reactions from patents (1976-2016). The task is: Predict the reactants needed to synthesize the given product. Given the product [CH:1]1([CH2:4][N:5]2[C:9]3[CH:10]=[CH:11][C:12]([C:16]4[CH:30]=[CH:29][C:19]([CH2:20][N:21]5[CH2:25][C:24](=[O:26])[N:23]([CH3:27])[C:22]5=[O:28])=[CH:18][CH:17]=4)=[C:13]([CH2:14][CH3:15])[C:8]=3[N:7]=[N:6]2)[CH2:3][CH2:2]1, predict the reactants needed to synthesize it. The reactants are: [CH:1]1([CH2:4][N:5]2[C:9]3[CH:10]=[CH:11][C:12]([C:16]4[CH:30]=[CH:29][C:19]([CH2:20][N:21]5[CH2:25][C:24](=[O:26])[N:23]([CH3:27])[C:22]5=[O:28])=[CH:18][CH:17]=4)=[C:13]([CH:14]=[CH2:15])[C:8]=3[N:7]=[N:6]2)[CH2:3][CH2:2]1.